Dataset: Catalyst prediction with 721,799 reactions and 888 catalyst types from USPTO. Task: Predict which catalyst facilitates the given reaction. (1) Reactant: [C:1]([O:5][C:6]([N:8]1[CH2:13][CH2:12][N:11]([C:14]2[N:19]=[C:18]([C:20]3[CH:25]=[CH:24][N:23]=[CH:22][C:21]=3[Cl:26])[C:17](Br)=[CH:16][CH:15]=2)[CH2:10][CH2:9]1)=[O:7])([CH3:4])([CH3:3])[CH3:2].[F:28][C:29]([F:40])([F:39])[C:30]1[CH:35]=[CH:34][C:33](B(O)O)=[CH:32][CH:31]=1.C([O-])([O-])=O.[K+].[K+]. Product: [C:1]([O:5][C:6]([N:8]1[CH2:13][CH2:12][N:11]([C:14]2[N:19]=[C:18]([C:20]3[CH:25]=[CH:24][N:23]=[CH:22][C:21]=3[Cl:26])[C:17]([C:33]3[CH:34]=[CH:35][C:30]([C:29]([F:40])([F:39])[F:28])=[CH:31][CH:32]=3)=[CH:16][CH:15]=2)[CH2:10][CH2:9]1)=[O:7])([CH3:4])([CH3:3])[CH3:2]. The catalyst class is: 70. (2) Reactant: C([O:4][C@H:5]1[CH2:22][CH2:21][C@@:20]2([CH3:23])[C@@H:7]([CH2:8][CH2:9][C@:10]3([CH3:42])[C@@H:19]2[CH2:18][CH2:17][C@H:16]2[C@@:11]3([CH3:41])[CH2:12][CH2:13][C@@:14]3([C:30]4[O:31][C:32]([C:35]5[CH:36]=[N:37][CH:38]=[CH:39][CH:40]=5)=[N:33][N:34]=4)[CH2:26][CH2:25][C@@H:24]([C:27]([CH3:29])=[CH2:28])[C@@H:15]32)[C:6]1([CH3:44])[CH3:43])(=O)C.CO. Product: [CH3:41][C@:11]12[C@@:10]3([CH3:42])[C@@H:19]([C@:20]4([CH3:23])[C@@H:7]([CH2:8][CH2:9]3)[C:6]([CH3:43])([CH3:44])[C@@H:5]([OH:4])[CH2:22][CH2:21]4)[CH2:18][CH2:17][C@@H:16]1[C@H:15]1[C@H:24]([C:27]([CH3:29])=[CH2:28])[CH2:25][CH2:26][C@:14]1([C:30]1[O:31][C:32]([C:35]3[CH:36]=[N:37][CH:38]=[CH:39][CH:40]=3)=[N:33][N:34]=1)[CH2:13][CH2:12]2. The catalyst class is: 266.